From a dataset of Full USPTO retrosynthesis dataset with 1.9M reactions from patents (1976-2016). Predict the reactants needed to synthesize the given product. Given the product [Cl:1][C:2]1[CH:9]=[CH:8][C:5]([CH2:6][NH:12][CH2:10][CH3:11])=[CH:4][CH:3]=1, predict the reactants needed to synthesize it. The reactants are: [Cl:1][C:2]1[CH:9]=[CH:8][C:5]([CH:6]=O)=[CH:4][CH:3]=1.[CH2:10]([NH2:12])[CH3:11].O.[BH4-].[Na+].